This data is from NCI-60 drug combinations with 297,098 pairs across 59 cell lines. The task is: Regression. Given two drug SMILES strings and cell line genomic features, predict the synergy score measuring deviation from expected non-interaction effect. (1) Drug 1: C1=CC(=C2C(=C1NCCNCCO)C(=O)C3=C(C=CC(=C3C2=O)O)O)NCCNCCO. Drug 2: C1=NC(=NC(=O)N1C2C(C(C(O2)CO)O)O)N. Cell line: SNB-19. Synergy scores: CSS=51.0, Synergy_ZIP=6.47, Synergy_Bliss=6.16, Synergy_Loewe=-7.86, Synergy_HSA=6.88. (2) Drug 1: C1CCC(C1)C(CC#N)N2C=C(C=N2)C3=C4C=CNC4=NC=N3. Drug 2: CC12CCC3C(C1CCC2=O)CC(=C)C4=CC(=O)C=CC34C. Cell line: A498. Synergy scores: CSS=6.65, Synergy_ZIP=-0.930, Synergy_Bliss=-0.952, Synergy_Loewe=-9.94, Synergy_HSA=-1.15. (3) Drug 2: CS(=O)(=O)CCNCC1=CC=C(O1)C2=CC3=C(C=C2)N=CN=C3NC4=CC(=C(C=C4)OCC5=CC(=CC=C5)F)Cl. Drug 1: CCC1=CC2CC(C3=C(CN(C2)C1)C4=CC=CC=C4N3)(C5=C(C=C6C(=C5)C78CCN9C7C(C=CC9)(C(C(C8N6C)(C(=O)OC)O)OC(=O)C)CC)OC)C(=O)OC.C(C(C(=O)O)O)(C(=O)O)O. Synergy scores: CSS=29.7, Synergy_ZIP=1.47, Synergy_Bliss=3.58, Synergy_Loewe=-15.9, Synergy_HSA=3.53. Cell line: 786-0. (4) Drug 1: CS(=O)(=O)C1=CC(=C(C=C1)C(=O)NC2=CC(=C(C=C2)Cl)C3=CC=CC=N3)Cl. Drug 2: C(CC(=O)O)C(=O)CN.Cl. Cell line: A549. Synergy scores: CSS=5.58, Synergy_ZIP=-5.16, Synergy_Bliss=-7.80, Synergy_Loewe=-7.88, Synergy_HSA=-7.52. (5) Drug 1: C1CC(C1)(C(=O)O)C(=O)O.[NH2-].[NH2-].[Pt+2]. Drug 2: CC1=C(C=C(C=C1)NC(=O)C2=CC=C(C=C2)CN3CCN(CC3)C)NC4=NC=CC(=N4)C5=CN=CC=C5. Cell line: RPMI-8226. Synergy scores: CSS=6.75, Synergy_ZIP=-10.5, Synergy_Bliss=-9.37, Synergy_Loewe=-4.85, Synergy_HSA=-4.54.